This data is from Reaction yield outcomes from USPTO patents with 853,638 reactions. The task is: Predict the reaction yield, written as a fraction of the theoretical maximum amount of product (1.0 means a 100% yield; for example, 0.34 means a 34% yield). The reactants are [CH2:1]([O:8][C:9]1[CH:18]=[CH:17][C:12]([C:13]([NH:15][OH:16])=[NH:14])=[C:11]([F:19])[CH:10]=1)[C:2]1[CH:7]=[CH:6][CH:5]=[CH:4][CH:3]=1.[C:20]([O:24][CH3:25])(=[O:23])[C:21]#[CH:22].C(OCC)(=O)C. The catalyst is CO. The product is [CH2:1]([O:8][C:9]1[CH:18]=[CH:17][C:12]([C:13]([NH:15][O:16][CH:22]=[CH:21][C:20]([O:24][CH3:25])=[O:23])=[NH:14])=[C:11]([F:19])[CH:10]=1)[C:2]1[CH:3]=[CH:4][CH:5]=[CH:6][CH:7]=1. The yield is 0.700.